Dataset: Reaction yield outcomes from USPTO patents with 853,638 reactions. Task: Predict the reaction yield, written as a fraction of the theoretical maximum amount of product (1.0 means a 100% yield; for example, 0.34 means a 34% yield). The reactants are [CH2:1]([O:8][C:9]1[CH:14]=[CH:13][C:12](Br)=[CH:11][N:10]=1)[C:2]1[CH:7]=[CH:6][CH:5]=[CH:4][CH:3]=1.C([Li])CCC.CN(C)[CH:23]=[O:24].O. The catalyst is O1CCCC1.C(OCC)(=O)C. The product is [CH2:1]([O:8][C:9]1[N:10]=[CH:11][C:12]([CH:23]=[O:24])=[CH:13][CH:14]=1)[C:2]1[CH:7]=[CH:6][CH:5]=[CH:4][CH:3]=1. The yield is 0.400.